From a dataset of Reaction yield outcomes from USPTO patents with 853,638 reactions. Predict the reaction yield, written as a fraction of the theoretical maximum amount of product (1.0 means a 100% yield; for example, 0.34 means a 34% yield). The reactants are Br[C:2]1[CH:27]=[CH:26][C:5]2[C:6]3[N:7]([CH:11]=[C:12]([C:14]4[N:18]([C:19]5[CH:24]=[CH:23][CH:22]=[CH:21][C:20]=5[Cl:25])[N:17]=[CH:16][N:15]=4)[N:13]=3)[CH2:8][CH2:9][O:10][C:4]=2[CH:3]=1.[Cl:28][C:29]1[CH:34]=[CH:33][C:32](B(O)O)=[CH:31][CH:30]=1.C([O-])([O-])=O.[Cs+].[Cs+]. The catalyst is C1C=CC(P(C2C=CC=CC=2)[C-]2C=CC=C2)=CC=1.C1C=CC(P(C2C=CC=CC=2)[C-]2C=CC=C2)=CC=1.Cl[Pd]Cl.[Fe+2].O1CCOCC1.O. The product is [Cl:28][C:29]1[CH:34]=[CH:33][C:32]([C:2]2[CH:27]=[CH:26][C:5]3[C:6]4[N:7]([CH:11]=[C:12]([C:14]5[N:18]([C:19]6[CH:24]=[CH:23][CH:22]=[CH:21][C:20]=6[Cl:25])[N:17]=[CH:16][N:15]=5)[N:13]=4)[CH2:8][CH2:9][O:10][C:4]=3[CH:3]=2)=[CH:31][CH:30]=1. The yield is 0.200.